Dataset: Retrosynthesis with 50K atom-mapped reactions and 10 reaction types from USPTO. Task: Predict the reactants needed to synthesize the given product. (1) Given the product Cc1ccc(CC(C)NCC(O)c2ccccc2)cc1, predict the reactants needed to synthesize it. The reactants are: CC(=O)Cc1ccc(C)cc1.NCC(O)c1ccccc1. (2) Given the product Cc1cc([C@@H](C)NC(=O)c2ccc3nc(C(F)(F)F)cc(N4CCC[C@H]4CO)c3c2)c(F)cc1NS(C)(=O)=O, predict the reactants needed to synthesize it. The reactants are: Cc1cc([C@@H](C)N)c(F)cc1NS(C)(=O)=O.O=C(O)c1ccc2nc(C(F)(F)F)cc(N3CCC[C@H]3CO)c2c1. (3) The reactants are: CC(C)n1ncnc1-c1cn2c(n1)-c1cnc(Cl)cc1OCC2.OCC1CCCN1. Given the product CC(C)n1ncnc1-c1cn2c(n1)-c1cnc(N3CCCC3CO)cc1OCC2, predict the reactants needed to synthesize it. (4) The reactants are: C#Cc1ccccc1.COC(=O)N[C@H](C(=O)NN(Cc1cccc(Br)c1)C[C@@](O)(Cc1ccccc1)C(=O)N[C@H]1c2ccccc2C[C@H]1O)C(C)(C)C. Given the product COC(=O)N[C@H](C(=O)NN(Cc1cccc(C#Cc2ccccc2)c1)C[C@@](O)(Cc1ccccc1)C(=O)N[C@H]1c2ccccc2C[C@H]1O)C(C)(C)C, predict the reactants needed to synthesize it. (5) Given the product COc1cc(C#Cc2ccc(C(C)(C)C(=O)O)cc2)cc2c1C(N(C)C1CC1)CCC2(C)C, predict the reactants needed to synthesize it. The reactants are: COC(=O)C(C)(C)c1ccc(C#Cc2cc(OC)c3c(c2)C(C)(C)CCC3N(C)C2CC2)cc1. (6) Given the product Cc1ccc(O)c(Nc2ccnc3nc(C)ccc23)c1, predict the reactants needed to synthesize it. The reactants are: Cc1ccc(O)c(N)c1.Cc1ccc2c(Cl)ccnc2n1. (7) Given the product O=C(Cc1ccccc1)N1CCc2cc(-c3ccncc3)ccc21, predict the reactants needed to synthesize it. The reactants are: CC1(C)OB(c2ccncc2)OC1(C)C.O=C(Cc1ccccc1)N1CCc2cc(Br)ccc21.